This data is from Full USPTO retrosynthesis dataset with 1.9M reactions from patents (1976-2016). The task is: Predict the reactants needed to synthesize the given product. The reactants are: [CH3:1][N:2]1[C@@:6]2([CH2:20][C:9]3[CH:10]=[C:11]4[C:16](=[CH:17][C:8]=3[CH2:7]2)[N:15]=[C:14]([CH:18]=[O:19])[CH:13]=[CH:12]4)[C:5](=[O:21])[NH:4][C:3]1=[O:22].CN1C2(CC3C(=CC=C([N+]([O-])=O)C=3)C2)C(=O)NC1=O. Given the product [CH3:1][N:2]1[C:6]2([CH2:20][C:9]3[CH:10]=[C:11]4[C:16](=[CH:17][C:8]=3[CH2:7]2)[N:15]=[C:14]([CH:18]=[O:19])[CH:13]=[CH:12]4)[C:5](=[O:21])[NH:4][C:3]1=[O:22], predict the reactants needed to synthesize it.